Dataset: Full USPTO retrosynthesis dataset with 1.9M reactions from patents (1976-2016). Task: Predict the reactants needed to synthesize the given product. (1) Given the product [C:1]([O:5][C:6]([NH:8][CH:9]([CH2:20][C:21](=[O:34])[NH:22][CH2:23][CH:24]([OH:33])[CH:25]([OH:32])[CH:26]([OH:31])[CH:27]([OH:30])[CH2:28][OH:29])[C:10]([OH:12])=[O:11])=[O:7])([CH3:4])([CH3:2])[CH3:3], predict the reactants needed to synthesize it. The reactants are: [C:1]([O:5][C:6]([NH:8][CH:9]([CH2:20][C:21](=[O:34])[NH:22][CH2:23][CH:24]([OH:33])[CH:25]([OH:32])[CH:26]([OH:31])[CH:27]([OH:30])[CH2:28][OH:29])[C:10]([O:12]CC1C=CC=CC=1)=[O:11])=[O:7])([CH3:4])([CH3:3])[CH3:2]. (2) Given the product [C:12]([C:7]1[CH:8]=[CH:9][CH:10]=[C:11]2[C:6]=1[CH2:5][CH2:4][CH:3]2[CH2:1][N:17]1[CH2:16][CH2:15][N:14]([C:20]([O:22][C:23]([CH3:26])([CH3:25])[CH3:24])=[O:21])[CH2:19][CH2:18]1)#[N:13], predict the reactants needed to synthesize it. The reactants are: [CH:1]([CH:3]1[C:11]2[CH:10]=[CH:9][CH:8]=[C:7]([C:12]#[N:13])[C:6]=2[CH2:5][CH2:4]1)=O.[N:14]1([C:20]([O:22][C:23]([CH3:26])([CH3:25])[CH3:24])=[O:21])[CH2:19][CH2:18][NH:17][CH2:16][CH2:15]1.C([BH3-])#N.[Na+].C(O)(=O)C. (3) The reactants are: [Br:1][C:2]1[CH:10]=[C:9]2[C:5]([C:6]3([CH:16]([C:17]([CH3:19])=[CH2:18])[CH2:15][C:14](=O)[CH2:13][CH:12]3[C:21]3[CH:26]=[CH:25][CH:24]=[C:23]([Cl:27])[CH:22]=3)[C:7](=[O:11])[NH:8]2)=[CH:4][CH:3]=1.[OH-:28].[NH4+:29].Cl. Given the product [Br:1][C:2]1[CH:10]=[C:9]2[C:5]([C@@:6]3([C@H:16]([C:17]([CH3:19])=[CH2:18])[CH2:15]/[C:14](=[N:29]/[OH:28])/[CH2:13][C@H:12]3[C:21]3[CH:26]=[CH:25][CH:24]=[C:23]([Cl:27])[CH:22]=3)[C:7](=[O:11])[NH:8]2)=[CH:4][CH:3]=1, predict the reactants needed to synthesize it. (4) The reactants are: Cl[C:2]1[N:7]=[C:6]([C:8]2[S:9][C:10]([S:13]([C:16]3[CH:22]=[CH:21][C:19]([CH3:20])=[CH:18][CH:17]=3)(=[O:15])=[O:14])=[CH:11][CH:12]=2)[CH:5]=[CH:4][N:3]=1.[NH2:23][CH2:24][CH2:25][N:26]1[C:30]([CH3:32])([CH3:31])[C:29](=[O:33])[NH:28][C:27]1=[O:34].C(N(CC)CC)C. Given the product [CH3:31][C:30]1([CH3:32])[N:26]([CH2:25][CH2:24][NH:23][C:2]2[N:7]=[C:6]([C:8]3[S:9][C:10]([S:13]([C:16]4[CH:22]=[CH:21][C:19]([CH3:20])=[CH:18][CH:17]=4)(=[O:15])=[O:14])=[CH:11][CH:12]=3)[CH:5]=[CH:4][N:3]=2)[C:27](=[O:34])[NH:28][C:29]1=[O:33], predict the reactants needed to synthesize it. (5) Given the product [O:12]=[CH:11][C:2]#[C:1][C:3]1[CH:10]=[CH:9][C:6]([C:7]#[N:8])=[CH:5][CH:4]=1, predict the reactants needed to synthesize it. The reactants are: [C:1]([C:3]1[CH:10]=[CH:9][C:6]([C:7]#[N:8])=[CH:5][CH:4]=1)#[CH:2].[CH3:11][O:12]C(OC)N(C)C.Cl. (6) Given the product [NH:26]1[C:30]2[CH:31]=[C:32]([N:35]3[CH:39]([C:40]4[CH:45]=[CH:44][CH:43]=[C:42]([F:46])[C:41]=4[F:47])[C:38]([CH2:48][CH2:49][CH3:50])=[C:37]([O:51][CH3:3])[C:36]3=[O:52])[CH:33]=[CH:34][C:29]=2[N:28]=[CH:27]1, predict the reactants needed to synthesize it. The reactants are: [OH-].[K+].[CH3:3]C1C=CC(S(N(N=O)C)(=O)=O)=CC=1.C(O)CO.CCOCC.[NH:26]1[C:30]2[CH:31]=[C:32]([N:35]3[CH:39]([C:40]4[CH:45]=[CH:44][CH:43]=[C:42]([F:46])[C:41]=4[F:47])[C:38]([CH2:48][CH2:49][CH3:50])=[C:37]([OH:51])[C:36]3=[O:52])[CH:33]=[CH:34][C:29]=2[N:28]=[CH:27]1. (7) Given the product [C:14]([C:4]1[CH:5]=[CH:6][C:7]([N:8]2[CH2:13][CH2:12][N:11]([C:20]([C:19]3[CH:23]=[C:24]([S:27]([NH2:28])(=[O:30])=[O:29])[CH:25]=[CH:26][C:18]=3[Cl:17])=[O:21])[CH2:10][CH2:9]2)=[C:2]([F:1])[CH:3]=1)(=[O:16])[CH3:15], predict the reactants needed to synthesize it. The reactants are: [F:1][C:2]1[CH:3]=[C:4]([C:14](=[O:16])[CH3:15])[CH:5]=[CH:6][C:7]=1[N:8]1[CH2:13][CH2:12][NH:11][CH2:10][CH2:9]1.[Cl:17][C:18]1[CH:26]=[CH:25][C:24]([S:27](=[O:30])(=[O:29])[NH2:28])=[CH:23][C:19]=1[C:20](O)=[O:21].